From a dataset of Forward reaction prediction with 1.9M reactions from USPTO patents (1976-2016). Predict the product of the given reaction. (1) Given the reactants C(N[C:6](=[O:14])[C:7]1[CH:12]=[CH:11][N:10]=[CH:9][C:8]=1C)(C)(C)C.[Li]CCCC.C1C[O:23][CH2:22]C1, predict the reaction product. The product is: [CH3:22][O:23][C:6](=[O:14])[C:7]1[CH:8]=[CH:9][N:10]=[CH:11][CH:12]=1. (2) Given the reactants [Cl:1][C:2]1[CH:7]=[CH:6][C:5]([NH:8][C:9]([C:11]2[CH:21]=[CH:20][C:14]([C:15](=[NH:19])OCC)=[CH:13][CH:12]=2)=[O:10])=[CH:4][C:3]=1[C:22]1[CH:27]=[CH:26][CH:25]=[CH:24][N:23]=1.[NH:28]1[CH2:32][CH2:31][CH2:30][CH:29]1[CH2:33][CH2:34][NH2:35], predict the reaction product. The product is: [Cl:1][C:2]1[CH:7]=[CH:6][C:5]([NH:8][C:9](=[O:10])[C:11]2[CH:12]=[CH:13][C:14]([C:15](=[NH:19])[NH:35][CH2:34][CH2:33][CH:29]3[CH2:30][CH2:31][CH2:32][NH:28]3)=[CH:20][CH:21]=2)=[CH:4][C:3]=1[C:22]1[CH:27]=[CH:26][CH:25]=[CH:24][N:23]=1. (3) Given the reactants BrCCCCBr.[CH2:7]([N:9]([CH:13]([CH3:15])[CH3:14])[CH:10]([CH3:12])C)[CH3:8].[Cl:16][C:17]1[CH:22]=[CH:21][C:20]([C:23]2[CH:24]=[CH:25][C:26]([C:29]#[C:30][C:31]3[CH:36]=[CH:35][C:34](/[C:37](/C)=[CH:38]/[C@H](N)C)=[CH:33][CH:32]=3)=[N:27][CH:28]=2)=[CH:19][CH:18]=1.C(=O)(O)[O-].[Na+], predict the reaction product. The product is: [Cl:16][C:17]1[CH:18]=[CH:19][C:20]([C:23]2[CH:24]=[CH:25][C:26]([C:29]#[C:30][C:31]3[CH:32]=[CH:33][C:34](/[C:37](/[CH3:38])=[CH:15]/[C@H:13]([N:9]4[CH2:7][CH2:8][CH2:12][CH2:10]4)[CH3:14])=[CH:35][CH:36]=3)=[N:27][CH:28]=2)=[CH:21][CH:22]=1. (4) Given the reactants [CH2:1]([N:8]1[C:13](=[O:14])[C:12]2[CH2:15][CH2:16][CH2:17][C:11]=2[N:10]=[C:9]1[CH2:18][CH2:19][CH3:20])[C:2]1[CH:7]=[CH:6][CH:5]=[CH:4][CH:3]=1.[Br:21]Br, predict the reaction product. The product is: [CH2:1]([N:8]1[C:13](=[O:14])[C:12]2[CH2:15][CH2:16][CH2:17][C:11]=2[N:10]=[C:9]1[CH:18]([Br:21])[CH2:19][CH3:20])[C:2]1[CH:3]=[CH:4][CH:5]=[CH:6][CH:7]=1. (5) Given the reactants C(OC(=O)[N:7]([CH2:25][C:26]1[CH:34]=[CH:33][C:29]2[O:30][CH2:31][O:32][C:28]=2[CH:27]=1)[CH2:8][CH2:9][NH:10][CH:11]([C:13]1[CH:18]=[C:17]([CH3:19])[N:16]=[C:15]([N:20]2[CH:24]=[CH:23][N:22]=[CH:21]2)[N:14]=1)[CH3:12])(C)(C)C, predict the reaction product. The product is: [O:30]1[C:29]2[CH:33]=[CH:34][C:26]([CH2:25][NH:7][CH2:8][CH2:9][NH:10][CH:11]([C:13]3[CH:18]=[C:17]([CH3:19])[N:16]=[C:15]([N:20]4[CH:24]=[CH:23][N:22]=[CH:21]4)[N:14]=3)[CH3:12])=[CH:27][C:28]=2[O:32][CH2:31]1. (6) The product is: [CH3:23][O:22][C:21]1[C:12]([NH:11][C:2]2[C:3]3[N:10]=[CH:9][S:8][C:4]=3[N:5]=[CH:6][N:7]=2)=[CH:13][C:14]2[S:18][C:17](=[O:19])[NH:16][C:15]=2[CH:20]=1. Given the reactants Cl[C:2]1[C:3]2[N:10]=[CH:9][S:8][C:4]=2[N:5]=[CH:6][N:7]=1.[NH2:11][C:12]1[C:21]([O:22][CH3:23])=[CH:20][C:15]2[NH:16][C:17](=[O:19])[S:18][C:14]=2[CH:13]=1, predict the reaction product. (7) Given the reactants [OH:1][C:2]1([C:13]2[CH:18]=[CH:17][CH:16]=[CH:15][CH:14]=2)[CH2:5][N:4](C(OC(C)(C)C)=O)[CH2:3]1.[H-].[Na+].CI.[C:23]([OH:29])([C:25]([F:28])([F:27])[F:26])=[O:24], predict the reaction product. The product is: [F:26][C:25]([F:28])([F:27])[C:23]([OH:29])=[O:24].[CH3:23][O:1][C:2]1([C:13]2[CH:18]=[CH:17][CH:16]=[CH:15][CH:14]=2)[CH2:5][NH:4][CH2:3]1. (8) Given the reactants [CH:1]1([CH2:7][NH:8][C:9]2[CH:14]=[CH:13][C:12]([NH:15][C:16]3[CH:21]=[CH:20][CH:19]=[CH:18][CH:17]=3)=[CH:11][C:10]=2[N+:22]([O-])=O)[CH2:6][CH2:5][CH2:4][CH2:3][CH2:2]1.[H][H], predict the reaction product. The product is: [CH:1]1([CH2:7][NH:8][C:9]2[C:10]([NH2:22])=[CH:11][C:12]([NH:15][C:16]3[CH:17]=[CH:18][CH:19]=[CH:20][CH:21]=3)=[CH:13][CH:14]=2)[CH2:2][CH2:3][CH2:4][CH2:5][CH2:6]1. (9) Given the reactants [CH3:1][O:2][C@H:3]1[C@H:7]([OH:8])[C@@H:6]([CH2:9][OH:10])[O:5][C@H:4]1[N:11]1[CH:18]=[CH:17][C:15](=[O:16])[NH:14][C:12]1=[O:13].[C:19](Cl)([C:36]1[CH:41]=[CH:40][CH:39]=[CH:38][CH:37]=1)([C:28]1[CH:35]=[CH:34][C:31]([O:32][CH3:33])=[CH:30][CH:29]=1)[C:20]1[CH:27]=[CH:26][C:23]([O:24][CH3:25])=[CH:22][CH:21]=1.CO, predict the reaction product. The product is: [CH3:33][O:32][C:31]1[CH:30]=[CH:29][C:28]([C:19]([O:10][CH2:9][C@H:6]2[O:5][C@@H:4]([N:11]3[CH:18]=[CH:17][C:15](=[O:16])[NH:14][C:12]3=[O:13])[C@@H:3]([O:2][CH3:1])[C@@H:7]2[OH:8])([C:36]2[CH:37]=[CH:38][CH:39]=[CH:40][CH:41]=2)[C:20]2[CH:27]=[CH:26][C:23]([O:24][CH3:25])=[CH:22][CH:21]=2)=[CH:35][CH:34]=1.